Dataset: Reaction yield outcomes from USPTO patents with 853,638 reactions. Task: Predict the reaction yield, written as a fraction of the theoretical maximum amount of product (1.0 means a 100% yield; for example, 0.34 means a 34% yield). (1) The reactants are [F:1][C:2]1[CH:7]=[CH:6][C:5]([C:8](=O)[C:9]([OH:11])=O)=[CH:4][CH:3]=1.C(N(CC)CC)C.ClC(OCC)=O.[NH2:26][C:27]1[CH:28]=[C:29]([CH:34]=[CH:35][C:36]=1[NH2:37])[C:30]([O:32][CH3:33])=[O:31]. The catalyst is C1COCC1. The product is [F:1][C:2]1[CH:3]=[CH:4][C:5]([C:8]2[C:9](=[O:11])[NH:26][C:27]3[C:36](=[CH:35][CH:34]=[C:29]([C:30]([O:32][CH3:33])=[O:31])[CH:28]=3)[N:37]=2)=[CH:6][CH:7]=1. The yield is 0.739. (2) The reactants are [Si]([O:8][CH2:9][C@@H:10]1[CH2:14][C:13]([CH3:15])=[CH:12][N:11]1[C:16]([C:18]1[CH:23]=[C:22]([O:24][CH3:25])[C:21]([O:26][Si:27]([CH:34]([CH3:36])[CH3:35])([CH:31]([CH3:33])[CH3:32])[CH:28]([CH3:30])[CH3:29])=[CH:20][C:19]=1[NH:37][C:38]([O:40][CH2:41][C:42]1[CH:47]=[CH:46][C:45]([NH:48][NH:49][CH:50]([CH3:66])[C:51]([NH:53][CH:54]([CH:63]([CH3:65])[CH3:64])[C:55](=[O:62])[C:56]([O:58][CH2:59][CH:60]=[CH2:61])=[O:57])=[O:52])=[CH:44][CH:43]=1)=[O:39])=[O:17])(C(C)(C)C)(C)C. The catalyst is C(O)(=O)C.CO.O1CCCC1.O.C(OCC)(=O)C. The product is [OH:8][CH2:9][C@@H:10]1[CH2:14][C:13]([CH3:15])=[CH:12][N:11]1[C:16]([C:18]1[CH:23]=[C:22]([O:24][CH3:25])[C:21]([O:26][Si:27]([CH:31]([CH3:32])[CH3:33])([CH:34]([CH3:35])[CH3:36])[CH:28]([CH3:30])[CH3:29])=[CH:20][C:19]=1[NH:37][C:38]([O:40][CH2:41][C:42]1[CH:43]=[CH:44][C:45]([NH:48][NH:49][CH:50]([CH3:66])[C:51]([NH:53][CH:54]([CH:63]([CH3:65])[CH3:64])[C:55](=[O:62])[C:56]([O:58][CH2:59][CH:60]=[CH2:61])=[O:57])=[O:52])=[CH:46][CH:47]=1)=[O:39])=[O:17]. The yield is 0.800.